From a dataset of Reaction yield outcomes from USPTO patents with 853,638 reactions. Predict the reaction yield, written as a fraction of the theoretical maximum amount of product (1.0 means a 100% yield; for example, 0.34 means a 34% yield). (1) The reactants are [Cl:1][C:2]1[CH:11]=[C:10]([C:12]#[C:13][C:14]([CH3:17])([CH3:16])[CH3:15])[C:9]([F:18])=[CH:8][C:3]=1[C:4]([O:6]C)=[O:5].[OH-].[Na+]. The catalyst is CO. The product is [Cl:1][C:2]1[CH:11]=[C:10]([C:12]#[C:13][C:14]([CH3:16])([CH3:15])[CH3:17])[C:9]([F:18])=[CH:8][C:3]=1[C:4]([OH:6])=[O:5]. The yield is 0.520. (2) The reactants are [N:1]1([CH:6]([C:8]2[CH:35]=[CH:34][C:11]([CH2:12][N:13]3[CH:21]=[C:20]4[C:15]([N:16]=[CH:17][N:18]=[C:19]4[NH:22][CH2:23][C:24]4[C:29](Cl)=[CH:28][CH:27]=[C:26]([O:31][CH3:32])[C:25]=4[F:33])=[N:14]3)=[CH:10][CH:9]=2)[CH3:7])[CH:5]=[CH:4][CH:3]=[N:2]1.C1(P(C2CCCCC2)C2C=CC=CC=2C2C(OC)=CC=CC=2OC)CCCCC1.[CH3:65][N:66]1CCCC1=O. The catalyst is C1C=CC(/C=C/C(/C=C/C2C=CC=CC=2)=O)=CC=1.C1C=CC(/C=C/C(/C=C/C2C=CC=CC=2)=O)=CC=1.C1C=CC(/C=C/C(/C=C/C2C=CC=CC=2)=O)=CC=1.[Pd].[Pd]. The product is [N:1]1([CH:6]([C:8]2[CH:35]=[CH:34][C:11]([CH2:12][N:13]3[CH:21]=[C:20]4[C:15]([N:16]=[CH:17][N:18]=[C:19]4[NH:22][CH2:23][C:24]4[C:25]([F:33])=[C:26]([O:31][CH3:32])[CH:27]=[CH:28][C:29]=4[C:65]#[N:66])=[N:14]3)=[CH:10][CH:9]=2)[CH3:7])[CH:5]=[CH:4][CH:3]=[N:2]1. The yield is 0.0700. (3) The reactants are [O-]CC.[Na+].[H-].[Na+].[CH3:7][C:8](=[O:13])[CH2:9][C:10](=[O:12])[CH3:11].[CH2:14](Br)[C:15]1[CH:20]=[CH:19][CH:18]=[CH:17][CH:16]=1. The product is [CH2:14]([CH:9]([C:8](=[O:13])[CH3:7])[C:10](=[O:12])[CH3:11])[C:15]1[CH:20]=[CH:19][CH:18]=[CH:17][CH:16]=1. The catalyst is C(O)C. The yield is 0.820. (4) The catalyst is CN(C)C=O. The yield is 0.810. The product is [CH3:36][O:1][C:2]1[CH:6]=[C:5]([C:7]([F:8])([F:9])[F:10])[S:4][C:3]=1[CH2:11][N:12]1[C:20]2[C:15](=[CH:16][CH:17]=[CH:18][CH:19]=2)[C:14]2([C:24]3=[CH:25][C:26]4[O:30][CH2:29][O:28][C:27]=4[CH:31]=[C:23]3[O:22][CH2:21]2)[C:13]1=[O:32]. The reactants are [OH:1][C:2]1[CH:6]=[C:5]([C:7]([F:10])([F:9])[F:8])[S:4][C:3]=1[CH2:11][N:12]1[C:20]2[C:15](=[CH:16][CH:17]=[CH:18][CH:19]=2)[C:14]2([C:24]3=[CH:25][C:26]4[O:30][CH2:29][O:28][C:27]=4[CH:31]=[C:23]3[O:22][CH2:21]2)[C:13]1=[O:32].[OH-].[Na+].I[CH3:36].